Dataset: Retrosynthesis with 50K atom-mapped reactions and 10 reaction types from USPTO. Task: Predict the reactants needed to synthesize the given product. The reactants are: N#Cc1ccc(Br)cn1.Oc1cc2[nH]c(-c3cnccn3)nc2cc1Oc1ccccc1F. Given the product N#Cc1ccc(Oc2cc3[nH]c(-c4cnccn4)nc3cc2Oc2ccccc2F)cn1, predict the reactants needed to synthesize it.